From a dataset of Reaction yield outcomes from USPTO patents with 853,638 reactions. Predict the reaction yield, written as a fraction of the theoretical maximum amount of product (1.0 means a 100% yield; for example, 0.34 means a 34% yield). The reactants are [CH3:1][O:2][C:3]1[CH:4]=[C:5]([CH:29]=[CH:30][C:31]=1[O:32][CH3:33])[O:6][C@@H:7]([C:23]1[CH:28]=[CH:27][CH:26]=[CH:25][CH:24]=1)[CH2:8][CH2:9][N:10]1[CH2:15][CH2:14][CH:13]([C:16]2[CH:22]=[CH:21][C:19]([NH2:20])=[CH:18][CH:17]=2)[CH2:12][CH2:11]1.[C:34](Cl)(=[O:38])[CH:35]([CH3:37])[CH3:36].C(N(CC)C(C)C)(C)C. The catalyst is C(Cl)Cl. The product is [CH3:1][O:2][C:3]1[CH:4]=[C:5]([CH:29]=[CH:30][C:31]=1[O:32][CH3:33])[O:6][C@@H:7]([C:23]1[CH:24]=[CH:25][CH:26]=[CH:27][CH:28]=1)[CH2:8][CH2:9][N:10]1[CH2:11][CH2:12][CH:13]([C:16]2[CH:22]=[CH:21][C:19]([NH:20][C:34](=[O:38])[CH:35]([CH3:37])[CH3:36])=[CH:18][CH:17]=2)[CH2:14][CH2:15]1. The yield is 0.565.